This data is from Full USPTO retrosynthesis dataset with 1.9M reactions from patents (1976-2016). The task is: Predict the reactants needed to synthesize the given product. (1) Given the product [CH3:1][NH:2][CH:3]([CH2:5]/[CH:6]=[CH:7]/[C:8]1[CH:9]=[N:10][C:11]([O:14][CH3:15])=[CH:12][CH:13]=1)[CH3:4], predict the reactants needed to synthesize it. The reactants are: [CH3:1][N:2](C(OC(C)(C)C)=O)[CH:3]([CH2:5]/[CH:6]=[CH:7]/[C:8]1[CH:9]=[N:10][C:11]([O:14][CH3:15])=[CH:12][CH:13]=1)[CH3:4].FC(F)(F)C(O)=O. (2) Given the product [CH2:1]([N:3]1[CH2:8][C:7]([CH3:10])([CH3:9])[O:6][C:5](=[O:11])[CH:4]1[CH2:23][C:24]([O:26][C:27]([CH3:30])([CH3:29])[CH3:28])=[O:25])[CH3:2], predict the reactants needed to synthesize it. The reactants are: [CH2:1]([N:3]1[CH2:8][C:7]([CH3:10])([CH3:9])[O:6][C:5](=[O:11])[CH2:4]1)[CH3:2].C[Si]([N-][Si](C)(C)C)(C)C.[Li+].Br[CH2:23][C:24]([O:26][C:27]([CH3:30])([CH3:29])[CH3:28])=[O:25]. (3) Given the product [F:21][C:2]1([F:1])[CH2:6][CH2:5][S:4][C:3]1=[CH:7][C:8]1[CH:9]=[CH:10][C:11]([CH:14]([CH3:20])[C:15]([OH:17])=[O:16])=[CH:12][CH:13]=1, predict the reactants needed to synthesize it. The reactants are: [F:1][C:2]1([F:21])[CH2:6][CH2:5][S:4][C:3]1=[CH:7][C:8]1[CH:13]=[CH:12][C:11]([CH:14]([CH3:20])[C:15]([O:17]CC)=[O:16])=[CH:10][CH:9]=1.O.[OH-].[Li+]. (4) Given the product [CH3:1][CH:2]1[C:14]23[CH:17]=[C:18]([CH3:21])[CH:19]4[O:20][C:39]([CH3:41])([CH3:38])[O:22][C:13]24[CH:12]2[C:11]([CH2:24][O:25][C:27]([CH3:32])([CH3:28])[O:23]2)=[CH:10][CH:9]([C:15]3=[O:16])[CH:5]2[C:6]([CH3:8])([CH3:7])[CH:4]2[CH2:3]1, predict the reactants needed to synthesize it. The reactants are: [CH3:1][C@H:2]1[C@:14]23[CH:17]=[C:18]([CH3:21])[C@H:19]([OH:20])[C@@:13]2([OH:22])[C@H:12]([OH:23])[C:11]([CH2:24][OH:25])=[CH:10][C@H:9]([C:15]3=[O:16])[C@@H:5]2[C:6]([CH3:8])([CH3:7])[C@@H:4]2[CH2:3]1.O.[C:27]1(C)[CH:32]=CC(S(O)(=O)=O)=C[CH:28]=1.[CH3:38][C:39]([CH3:41])=O. (5) Given the product [CH3:75][N:39]1[C@@H:40]([C@H:49]([O:65][C@@H:66]2[O:70][C@H:69]([CH2:71][NH2:72])[C@@H:68]([OH:73])[C@H:67]2[OH:74])[C@H:50]2[O:54][C@@H:53]([N:55]3[C:61](=[O:62])[NH:60][C:58](=[O:59])[CH:57]=[CH:56]3)[C@H:52]([OH:63])[C@@H:51]2[OH:64])[C:41](=[O:42])[N:43]([CH3:48])[C@H:44]([C:45]([OH:47])=[O:46])[C@@H:37]([OH:36])[CH2:38]1, predict the reactants needed to synthesize it. The reactants are: C[C@@H]1O[C@@H](OC(C[C@H](CC(O[C@H](CC([O:36][C@@H:37]2[C@@H:44]([C:45]([OH:47])=[O:46])[N:43]([CH3:48])[C:41](=[O:42])[C@H:40]([C@H:49]([O:65][C@@H:66]3[O:70][C@H:69]([CH2:71][NH2:72])[C@@H:68]([OH:73])[C@H:67]3[OH:74])[C@H:50]3[O:54][C@@H:53]([N:55]4[C:61](=[O:62])[NH:60][C:58](=[O:59])[CH:57]=[CH:56]4)[C@H:52]([OH:63])[C@@H:51]3[OH:64])[N:39]([CH3:75])[CH2:38]2)=O)CCCCCCCCCCCC(C)C)=O)C)=O)[C@H](OC)[C@H](OC)[C@H]1OC.N.